Dataset: Reaction yield outcomes from USPTO patents with 853,638 reactions. Task: Predict the reaction yield, written as a fraction of the theoretical maximum amount of product (1.0 means a 100% yield; for example, 0.34 means a 34% yield). (1) The reactants are [C:1](=O)([O-])[O-].[K+].[K+].CB1OB(C)OB(C)O1.O1CCOCC1.[Cl:22][C:23]1[CH:28]=[CH:27][C:26]([Sn](CCCC)(CCCC)CCCC)=[CH:25][C:24]=1[C:42]1[C:51]2[C:46](=[CH:47][CH:48]=[CH:49][CH:50]=2)[C:45]([CH:52]([CH3:55])[CH2:53][CH3:54])=[C:44]([C:56]([NH:58][CH3:59])=[O:57])[N:43]=1. The catalyst is C1C=CC([P]([Pd]([P](C2C=CC=CC=2)(C2C=CC=CC=2)C2C=CC=CC=2)([P](C2C=CC=CC=2)(C2C=CC=CC=2)C2C=CC=CC=2)[P](C2C=CC=CC=2)(C2C=CC=CC=2)C2C=CC=CC=2)(C2C=CC=CC=2)C2C=CC=CC=2)=CC=1.O. The product is [Cl:22][C:23]1[CH:28]=[CH:27][C:26]([CH3:1])=[CH:25][C:24]=1[C:42]1[C:51]2[C:46](=[CH:47][CH:48]=[CH:49][CH:50]=2)[C:45]([CH:52]([CH3:55])[CH2:53][CH3:54])=[C:44]([C:56]([NH:58][CH3:59])=[O:57])[N:43]=1. The yield is 0.750. (2) The reactants are [C:1]([C:5]1[CH:10]=[CH:9][C:8]([CH:11]=[CH2:12])=[CH:7][C:6]=1[Cl:13])([CH3:4])([CH3:3])[CH3:2].CN1C=CN=C1.[CH2:20]([O:22][C:23](=[O:27])[CH:24]=[N+]=[N-])[CH3:21]. The catalyst is C1(C)C=CC=CC=1. The product is [C:1]([C:5]1[CH:10]=[CH:9][C:8]([CH:11]2[CH2:12][CH:24]2[C:23]([O:22][CH2:20][CH3:21])=[O:27])=[CH:7][C:6]=1[Cl:13])([CH3:4])([CH3:3])[CH3:2]. The yield is 0.880.